This data is from Retrosynthesis with 50K atom-mapped reactions and 10 reaction types from USPTO. The task is: Predict the reactants needed to synthesize the given product. (1) The reactants are: CCOc1cc2ncc(C#N)c(Nc3ccc(OCc4ccccc4)c(Cl)c3)c2cc1NC(C)=O. Given the product CCOc1cc2ncc(C#N)c(Nc3ccc(OCc4ccccc4)c(Cl)c3)c2cc1N, predict the reactants needed to synthesize it. (2) Given the product COC(=O)CC(=O)N(Cc1ccccc1)c1ccccc1[N+](=O)[O-], predict the reactants needed to synthesize it. The reactants are: COC(=O)CC(=O)Cl.O=[N+]([O-])c1ccccc1NCc1ccccc1. (3) Given the product CCOC(=O)CCCNc1nc2c(C#N)c(C)c(-c3ccccc3)c(N3CC[C@H](N(C)C)C3)c2o1, predict the reactants needed to synthesize it. The reactants are: CCOC(=O)CCCNc1nc2c(C#N)c(C)c(-c3ccccc3)c(F)c2o1.CN(C)[C@H]1CCNC1.